From a dataset of Reaction yield outcomes from USPTO patents with 853,638 reactions. Predict the reaction yield, written as a fraction of the theoretical maximum amount of product (1.0 means a 100% yield; for example, 0.34 means a 34% yield). The reactants are [Cl:1][C:2]([Cl:37])([Cl:36])[CH2:3][O:4][C:5](=[O:35])[O:6][CH:7]([CH:24]([CH3:34])[CH2:25][O:26][CH2:27][C:28]1[CH:33]=[CH:32][CH:31]=[CH:30][CH:29]=1)[CH:8]([CH3:23])[C:9](=[O:22])[C:10]([CH3:21])([CH3:20])[CH:11](OC(C)C)[O:12]C(C)C.CC1C=CC(S(O)(=O)=O)=CC=1.C([O-])(O)=O.[Na+]. The catalyst is C1COCC1.O. The product is [Cl:1][C:2]([Cl:36])([Cl:37])[CH2:3][O:4][C:5](=[O:35])[O:6][CH:7]([CH:24]([CH3:34])[CH2:25][O:26][CH2:27][C:28]1[CH:29]=[CH:30][CH:31]=[CH:32][CH:33]=1)[CH:8]([CH3:23])[C:9](=[O:22])[C:10]([CH3:21])([CH3:20])[CH:11]=[O:12]. The yield is 0.760.